Dataset: Catalyst prediction with 721,799 reactions and 888 catalyst types from USPTO. Task: Predict which catalyst facilitates the given reaction. (1) Reactant: Br[CH2:2][CH2:3][CH2:4][O:5][C:6]1[CH:11]=[CH:10][C:9]([N:12]2[C:16]3[CH:17]=[CH:18][CH:19]=[CH:20][C:15]=3[C:14](=[N:21][C:22]3[CH:27]=[CH:26][CH:25]=[C:24]([C:28]([F:31])([F:30])[F:29])[CH:23]=3)[C:13]2=[O:32])=[CH:8][CH:7]=1.[CH2:33]([NH:35][CH2:36][CH3:37])[CH3:34]. Product: [CH2:33]([N:35]([CH2:36][CH3:37])[CH2:2][CH2:3][CH2:4][O:5][C:6]1[CH:11]=[CH:10][C:9]([N:12]2[C:16]3[CH:17]=[CH:18][CH:19]=[CH:20][C:15]=3[C:14](=[N:21][C:22]3[CH:27]=[CH:26][CH:25]=[C:24]([C:28]([F:31])([F:30])[F:29])[CH:23]=3)[C:13]2=[O:32])=[CH:8][CH:7]=1)[CH3:34]. The catalyst class is: 23. (2) Reactant: [CH3:1][C:2]1[CH:3]=[C:4]([NH:9][C:10](=[O:21])[C:11]2[CH:16]=[CH:15][C:14]([N+:17]([O-:19])=[O:18])=[C:13](F)[CH:12]=2)[CH:5]=[CH:6][C:7]=1[CH3:8].[OH:22][CH2:23][CH2:24][NH2:25].C([O-])(O)=O.[Na+]. Product: [CH3:1][C:2]1[CH:3]=[C:4]([NH:9][C:10](=[O:21])[C:11]2[CH:16]=[CH:15][C:14]([N+:17]([O-:19])=[O:18])=[C:13]([NH:25][CH2:24][CH2:23][OH:22])[CH:12]=2)[CH:5]=[CH:6][C:7]=1[CH3:8]. The catalyst class is: 3. (3) Reactant: [NH:1]1[CH:5]=[C:4]([CH:6]=[O:7])[CH:3]=[N:2]1.Br[CH2:9][C:10]([O:12][CH2:13][CH3:14])=[O:11].N12CCCN=C1CCCCC2.[Cl-].[Na+]. Product: [CH2:13]([O:12][C:10](=[O:11])[CH2:9][N:1]1[CH:5]=[C:4]([CH:6]=[O:7])[CH:3]=[N:2]1)[CH3:14]. The catalyst class is: 4. (4) Reactant: [OH:1][CH2:2][C:3]1[S:7][C:6]([C:8]2[CH:9]=[C:10]3[C:14](=[C:15]([C:17]([NH2:19])=[O:18])[CH:16]=2)[NH:13][CH:12]=[C:11]3[CH:20]2[CH2:25][CH2:24][N:23]([S:26]([CH2:29][CH2:30][CH2:31][N:32]3[CH2:37][CH2:36][O:35][CH2:34][CH2:33]3)(=[O:28])=[O:27])[CH2:22][CH2:21]2)=[CH:5][CH:4]=1. Product: [CH:2]([C:3]1[S:7][C:6]([C:8]2[CH:9]=[C:10]3[C:14](=[C:15]([C:17]([NH2:19])=[O:18])[CH:16]=2)[NH:13][CH:12]=[C:11]3[CH:20]2[CH2:25][CH2:24][N:23]([S:26]([CH2:29][CH2:30][CH2:31][N:32]3[CH2:37][CH2:36][O:35][CH2:34][CH2:33]3)(=[O:27])=[O:28])[CH2:22][CH2:21]2)=[CH:5][CH:4]=1)=[O:1]. The catalyst class is: 725. (5) Reactant: [O:1]=[C:2]1[C:6]2([CH2:11][CH2:10][NH:9][CH2:8][CH2:7]2)[N:5]([C:12]2[CH:17]=[CH:16][CH:15]=[CH:14][CH:13]=2)[CH2:4][N:3]1[CH2:18][C:19]1[CH:20]=[C:21]([CH:29]=[CH:30][CH:31]=1)[C:22]([O:24][C:25]([CH3:28])([CH3:27])[CH3:26])=[O:23].Cl[CH2:33][CH2:34][CH2:35][N:36]1[C:44]2[C:39](=[CH:40][CH:41]=[CH:42][CH:43]=2)[C:38]([F:46])([F:45])[C:37]1=[O:47].[I-].[Na+].C(=O)([O-])[O-].[K+].[K+]. Product: [F:46][C:38]1([F:45])[C:39]2[C:44](=[CH:43][CH:42]=[CH:41][CH:40]=2)[N:36]([CH2:35][CH2:34][CH2:33][N:9]2[CH2:10][CH2:11][C:6]3([N:5]([C:12]4[CH:13]=[CH:14][CH:15]=[CH:16][CH:17]=4)[CH2:4][N:3]([CH2:18][C:19]4[CH:20]=[C:21]([CH:29]=[CH:30][CH:31]=4)[C:22]([O:24][C:25]([CH3:28])([CH3:26])[CH3:27])=[O:23])[C:2]3=[O:1])[CH2:7][CH2:8]2)[C:37]1=[O:47]. The catalyst class is: 131. (6) Reactant: [F:1][C:2]([F:20])([F:19])[C:3]([N:5]1[CH2:11][CH2:10][C:9]2[CH:12]=[C:13]([O:16]C)[CH:14]=[CH:15][C:8]=2[C@H:7]([CH3:18])[CH2:6]1)=[O:4].B(Br)(Br)Br. Product: [F:20][C:2]([F:1])([F:19])[C:3]([N:5]1[CH2:11][CH2:10][C:9]2[CH:12]=[C:13]([OH:16])[CH:14]=[CH:15][C:8]=2[C@H:7]([CH3:18])[CH2:6]1)=[O:4]. The catalyst class is: 4. (7) Reactant: [NH2:1][CH2:2][CH2:3][C:4]1[CH:12]=[CH:11][CH:10]=[C:9]2[C:5]=1[CH:6]=[CH:7][NH:8]2.I[CH2:14][CH2:15][CH3:16].C([O-])(O)=O.[Na+].[C:22]1(C)[CH:27]=CC=C[CH:23]=1. Product: [CH2:14]([N:1]([CH2:23][CH2:22][CH3:27])[CH2:2][CH2:3][C:4]1[CH:12]=[CH:11][CH:10]=[C:9]2[C:5]=1[CH:6]=[CH:7][NH:8]2)[CH2:15][CH3:16]. The catalyst class is: 6. (8) Reactant: [C:1]([O:5][C:6]([NH:8][CH:9]1[CH2:13][CH2:12][C:11](=[CH:14][C:15]([O:17][CH2:18][CH3:19])=[O:16])[CH2:10]1)=[O:7])([CH3:4])([CH3:3])[CH3:2].N#N. Product: [C:1]([O:5][C:6]([NH:8][CH:9]1[CH2:13][CH2:12][CH:11]([CH2:14][C:15]([O:17][CH2:18][CH3:19])=[O:16])[CH2:10]1)=[O:7])([CH3:4])([CH3:3])[CH3:2]. The catalyst class is: 5. (9) Reactant: [CH2:1]([N:8]1[CH2:13][CH2:12][NH:11][CH2:10][CH2:9]1)[C:2]1[CH:7]=[CH:6][CH:5]=[CH:4][CH:3]=1.C(N(CC)CC)C.[C:21](Cl)(=[O:23])[CH3:22]. Product: [C:21]([N:11]1[CH2:12][CH2:13][N:8]([CH2:1][C:2]2[CH:3]=[CH:4][CH:5]=[CH:6][CH:7]=2)[CH2:9][CH2:10]1)(=[O:23])[CH3:22]. The catalyst class is: 7. (10) Reactant: [CH3:1][C@H:2]1[C@H:28]([CH3:29])[C@@H:27]2[C@@:5]([C:31]([OH:33])=[O:32])([CH2:6][CH2:7][C@@:8]3([CH3:30])[C@:13]4([CH3:26])[CH2:14][CH2:15][C@H:16]5[C:21]([CH3:23])([CH3:22])[C@@H:20]([OH:24])[CH2:19][CH2:18][C@:17]5([CH3:25])[C@H:12]4[CH2:11][CH:10]=[C:9]32)[CH2:4][CH2:3]1.C(N(CC)CC)C.[CH2:41](Cl)[C:42]1[CH:47]=[CH:46][CH:45]=[CH:44][CH:43]=1. Product: [CH3:1][C@H:2]1[C@H:28]([CH3:29])[C@@H:27]2[C@@:5]([C:31]([O:33][CH2:41][C:42]3[CH:47]=[CH:46][CH:45]=[CH:44][CH:43]=3)=[O:32])([CH2:6][CH2:7][C@@:8]3([CH3:30])[C@:13]4([CH3:26])[CH2:14][CH2:15][C@H:16]5[C:21]([CH3:23])([CH3:22])[C@@H:20]([OH:24])[CH2:19][CH2:18][C@:17]5([CH3:25])[C@H:12]4[CH2:11][CH:10]=[C:9]32)[CH2:4][CH2:3]1. The catalyst class is: 9.